This data is from Full USPTO retrosynthesis dataset with 1.9M reactions from patents (1976-2016). The task is: Predict the reactants needed to synthesize the given product. (1) Given the product [O:25]=[C:22]1[N:21]=[C:20]([NH:19][CH2:16][C:17]#[CH:18])/[C:24](=[CH:1]/[CH:3]2[CH2:8][CH2:7][N:6]([C:9]([O:11][C:12]([CH3:15])([CH3:14])[CH3:13])=[O:10])[CH2:5][CH2:4]2)/[S:23]1, predict the reactants needed to synthesize it. The reactants are: [CH:1]([CH:3]1[CH2:8][CH2:7][N:6]([C:9]([O:11][C:12]([CH3:15])([CH3:14])[CH3:13])=[O:10])[CH2:5][CH2:4]1)=O.[CH2:16]([NH:19][C:20]1[CH2:24][S:23][C:22](=[O:25])[N:21]=1)[C:17]#[CH:18].C([O-])(=O)C.[NH2+]1CCCCC1. (2) Given the product [F:1][C:2]1[C:10]([I:11])=[C:9]2[C:5]([CH2:6][N:7]([CH2:14][C:15]3[CH:20]=[CH:19][CH:18]=[CH:17][C:16]=3[C:21]#[N:22])[C:8]2=[O:12])=[CH:4][CH:3]=1, predict the reactants needed to synthesize it. The reactants are: [F:1][C:2]1[C:10]([I:11])=[C:9]2[C:5]([CH2:6][NH:7][C:8]2=[O:12])=[CH:4][CH:3]=1.Br[CH2:14][C:15]1[CH:20]=[CH:19][CH:18]=[CH:17][C:16]=1[C:21]#[N:22].C([O-])([O-])=O.[Cs+].[Cs+].C1OCCOCCOCCOCCOCCOC1. (3) Given the product [CH2:1]([O:8][C:9]1[CH:18]=[C:17]2[C:12]([C:13]([O:22][C:23]3[CH:24]=[CH:25][C:26]([NH:29][C:30]([C:32]4[S:33][CH:34]=[CH:35][CH:36]=4)=[O:31])=[CH:27][CH:28]=3)=[CH:14][CH:15]=[N:16]2)=[CH:11][C:10]=1[O:20][CH3:21])[C:2]1[CH:7]=[CH:6][CH:5]=[CH:4][CH:3]=1, predict the reactants needed to synthesize it. The reactants are: [CH2:1]([O:8][C:9]1[CH:18]=[C:17]2[C:12]([C:13](Cl)=[CH:14][CH:15]=[N:16]2)=[CH:11][C:10]=1[O:20][CH3:21])[C:2]1[CH:7]=[CH:6][CH:5]=[CH:4][CH:3]=1.[OH:22][C:23]1[CH:28]=[CH:27][C:26]([NH:29][C:30]([C:32]2[S:33][CH:34]=[CH:35][CH:36]=2)=[O:31])=[CH:25][CH:24]=1.C(Cl)Cl.[OH-].[Na+]. (4) Given the product [OH:1][C:2]1[CH:10]=[N:9][CH:8]=[CH:7][C:3]=1[C:4]([O:6][CH2:11][CH3:12])=[O:5], predict the reactants needed to synthesize it. The reactants are: [OH:1][C:2]1[CH:10]=[N:9][CH:8]=[CH:7][C:3]=1[C:4]([OH:6])=[O:5].[CH2:11](O)[CH3:12]. (5) Given the product [CH3:25][C:26]1[N:34]=[CH:33][CH:32]=[CH:31][C:27]=1[C:28]([NH:6][C@H:5]([C:4]([OH:3])=[O:24])[CH2:7][C:8]1[CH:13]=[CH:12][C:11]([O:14][CH2:15][C:16]2[C:21]([Cl:22])=[CH:20][CH:19]=[CH:18][C:17]=2[Cl:23])=[CH:10][CH:9]=1)=[O:29], predict the reactants needed to synthesize it. The reactants are: Cl.C[O:3][C:4](=[O:24])[C@H:5]([CH2:7][C:8]1[CH:13]=[CH:12][C:11]([O:14][CH2:15][C:16]2[C:21]([Cl:22])=[CH:20][CH:19]=[CH:18][C:17]=2[Cl:23])=[CH:10][CH:9]=1)[NH2:6].[CH3:25][C:26]1[N:34]=[CH:33][CH:32]=[CH:31][C:27]=1[C:28](O)=[O:29].